From a dataset of Reaction yield outcomes from USPTO patents with 853,638 reactions. Predict the reaction yield, written as a fraction of the theoretical maximum amount of product (1.0 means a 100% yield; for example, 0.34 means a 34% yield). (1) The product is [CH3:1][N:2]1[C:10]2[C:5](=[CH:6][CH:7]=[CH:8][CH:9]=2)[CH:4]=[C:3]1[C:11]([NH:13][C@H:14]([C:16]([NH:18][C@H:19]([CH:24]=[O:25])[CH2:20][C:21]([OH:23])=[O:22])=[O:17])[CH2:15][C:35]1[CH:34]=[CH:5][CH:4]=[CH:3][CH:11]=1)=[O:12]. The yield is 0.250. The catalyst is CO. The reactants are [CH3:1][N:2]1[C:10]2[C:5](=[CH:6][CH:7]=[CH:8][CH:9]=2)[CH:4]=[C:3]1[C:11]([N:13](C1C=CC=CC=1)[C@H:14]([C:16]([NH:18][C@H:19]([CH:24]=[O:25])[CH2:20][C:21]([OH:23])=[O:22])=[O:17])[CH3:15])=[O:12].C=O.[C:34](O)(=O)[CH3:35]. (2) The reactants are [CH2:1]([N:3]([CH2:37][CH3:38])[CH2:4][CH2:5][CH2:6][NH:7][C:8]1[N:9]=[C:10]([C:27]2[CH:28]=[C:29]([CH:33]=[CH:34][C:35]=2[CH3:36])[C:30](O)=[O:31])[C:11]2[CH:17]=[CH:16][C:15](=[O:18])[N:14]([C:19]3[C:24]([F:25])=[CH:23][CH:22]=[CH:21][C:20]=3[F:26])[C:12]=2[N:13]=1)[CH3:2].CN(C(ON1N=NC2C=CC=CC1=2)=[N+](C)C)C.F[P-](F)(F)(F)(F)F.C(N(CC)CC)C.Cl.[CH2:71]([S:73][CH2:74][CH2:75][NH2:76])[CH3:72]. The catalyst is CN(C=O)C. The product is [CH2:37]([N:3]([CH2:1][CH3:2])[CH2:4][CH2:5][CH2:6][NH:7][C:8]1[N:9]=[C:10]([C:27]2[CH:28]=[C:29]([CH:33]=[CH:34][C:35]=2[CH3:36])[C:30]([NH:76][CH2:75][CH2:74][S:73][CH2:71][CH3:72])=[O:31])[C:11]2[CH:17]=[CH:16][C:15](=[O:18])[N:14]([C:19]3[C:20]([F:26])=[CH:21][CH:22]=[CH:23][C:24]=3[F:25])[C:12]=2[N:13]=1)[CH3:38]. The yield is 0.230. (3) The reactants are [Cl:1][C:2]1[CH:6]=[CH:5][S:4][C:3]=1[C:7]([NH2:9])=[O:8].[F:10][C:11]([F:23])([F:22])[C:12]1[CH:21]=[CH:20][C:15]([C:16](=O)[CH2:17]Br)=[CH:14][CH:13]=1. No catalyst specified. The product is [Cl:1][C:2]1[CH:6]=[CH:5][S:4][C:3]=1[C:7]1[O:8][CH:17]=[C:16]([C:15]2[CH:20]=[CH:21][C:12]([C:11]([F:10])([F:22])[F:23])=[CH:13][CH:14]=2)[N:9]=1. The yield is 0.0500.